Dataset: Reaction yield outcomes from USPTO patents with 853,638 reactions. Task: Predict the reaction yield, written as a fraction of the theoretical maximum amount of product (1.0 means a 100% yield; for example, 0.34 means a 34% yield). (1) The reactants are [CH3:1][O:2][C:3](=[O:16])[CH2:4][C:5]1[CH:6]=[C:7]2[C:12](=[CH:13][CH:14]=1)[N:11](O)[CH2:10][CH:9]=[CH:8]2.P(Cl)(Cl)([Cl:19])=O. No catalyst specified. The product is [CH3:1][O:2][C:3](=[O:16])[CH2:4][C:5]1[CH:6]=[C:7]2[C:12](=[CH:13][CH:14]=1)[N:11]=[C:10]([Cl:19])[CH:9]=[CH:8]2. The yield is 0.200. (2) The reactants are [OH:1][C:2]1[CH:7]=[C:6]([CH3:8])O[C:4](=[O:9])[CH:3]=1.[CH3:10][O:11][C:12]1[CH:19]=[CH:18][CH:17]=[CH:16][C:13]=1[CH2:14][NH2:15]. The catalyst is O. The product is [CH3:10][O:11][C:12]1[CH:19]=[CH:18][CH:17]=[CH:16][C:13]=1[CH2:14][N:15]1[C:6]([CH3:8])=[CH:7][C:2]([OH:1])=[CH:3][C:4]1=[O:9]. The yield is 0.860. (3) The reactants are C[O:2][C:3]([C@:5]1([CH2:11][O:12][Si:13]([CH:20]([CH3:22])[CH3:21])([CH:17]([CH3:19])[CH3:18])[CH:14]([CH3:16])[CH3:15])[CH2:9][CH2:8][CH2:7][N:6]1[CH3:10])=[O:4].O.[OH-].[Li+].Cl. The catalyst is CO.O. The product is [CH3:10][N:6]1[CH2:7][CH2:8][CH2:9][C@@:5]1([CH2:11][O:12][Si:13]([CH:17]([CH3:19])[CH3:18])([CH:14]([CH3:16])[CH3:15])[CH:20]([CH3:22])[CH3:21])[C:3]([OH:4])=[O:2]. The yield is 0.920. (4) The reactants are Cl.Cl.[NH2:3][CH:4]([C:16]1[CH:21]=[CH:20][CH:19]=[CH:18][CH:17]=1)[C:5]([O:7][C@@H:8]1[CH:13]2[CH2:14][CH2:15][N:10]([CH2:11][CH2:12]2)[CH2:9]1)=[O:6].C(N(CC)CC)C.[C:29](Cl)(=[O:33])[O:30][CH:31]=[CH2:32]. The catalyst is C(Cl)Cl. The product is [C:16]1([CH:4]([NH:3][C:29]([O:30][CH:31]=[CH2:32])=[O:33])[C:5]([O:7][C@@H:8]2[CH:13]3[CH2:12][CH2:11][N:10]([CH2:15][CH2:14]3)[CH2:9]2)=[O:6])[CH:21]=[CH:20][CH:19]=[CH:18][CH:17]=1. The yield is 0.640. (5) The reactants are [Cl:1][CH2:2][C:3]1([CH3:10])[CH2:7][N:6]([CH3:8])[C:5](=[O:9])[NH:4]1.C(O[Cl:16])(C)(C)C. The catalyst is CO. The product is [Cl:16][N:4]1[C:3]([CH2:2][Cl:1])([CH3:10])[CH2:7][N:6]([CH3:8])[C:5]1=[O:9]. The yield is 0.690. (6) The reactants are [CH3:1][O:2][C:3]1[CH:4]=[C:5]2[C:10](=[CH:11][C:12]=1[O:13][CH3:14])[N:9]=[CH:8][CH:7]=[C:6]2[O:15][C:16]1[CH:21]=[CH:20][C:19]([OH:22])=[CH:18][CH:17]=1.[H-].[Na+].COC1C=C2C(=CC=1OC)N=[CH:32][CH:31]=[C:30]2[O:39][C:40]1[CH:45]=[CH:44][C:43](NC(NC2CCNCC2)=O)=[CH:42][CH:41]=1.[C:56](=O)([O-])[OH:57].[Na+]. The catalyst is CN(C)C=O. The product is [CH3:1][O:2][C:3]1[CH:4]=[C:5]2[C:10](=[CH:11][C:12]=1[O:13][CH3:14])[N:9]=[CH:8][CH:7]=[C:6]2[O:15][C:16]1[CH:17]=[CH:18][C:19]([O:22][CH2:32][CH2:31][CH2:30][O:39][C:40]2[CH:41]=[CH:42][CH:43]=[C:44]([O:57][CH3:56])[CH:45]=2)=[CH:20][CH:21]=1. The yield is 0.950. (7) The reactants are [OH:1][C:2]1[C:11]2[C:6](=[CH:7][CH:8]=[CH:9][CH:10]=2)[N:5]=[CH:4][C:3]=1[C:12]([OH:14])=O.CN(C(ON1N=NC2C=CC=CC1=2)=[N+](C)C)C.F[P-](F)(F)(F)(F)F.CCN(C(C)C)C(C)C.[CH3:48][C:49]1[CH:54]=[CH:53][C:52]([N+:55]([O-])=O)=[CH:51][C:50]=1[NH2:58].O.O.Cl[Sn]Cl.C([O-])(O)=O.[Na+]. The catalyst is C1COCC1. The product is [NH2:55][C:52]1[CH:53]=[CH:54][C:49]([CH3:48])=[C:50]([NH:58][C:12]([C:3]2[C:2](=[O:1])[C:11]3[C:6](=[CH:7][CH:8]=[CH:9][CH:10]=3)[NH:5][CH:4]=2)=[O:14])[CH:51]=1. The yield is 0.0800.